This data is from Forward reaction prediction with 1.9M reactions from USPTO patents (1976-2016). The task is: Predict the product of the given reaction. (1) Given the reactants Br[C:2]1[CH:7]=[CH:6][CH:5]=[CH:4][C:3]=1[S:8][CH2:9][CH2:10][C:11]([O:13][CH2:14][CH3:15])=[O:12].[F:16][C:17]1[CH:22]=[C:21](B2OC(C)(C)C(C)(C)O2)[CH:20]=[CH:19][C:18]=1[C:32]1[CH:33]=[N:34][C:35]([NH2:38])=[N:36][CH:37]=1.C(Cl)Cl.C([O-])([O-])=O.[Na+].[Na+], predict the reaction product. The product is: [NH2:38][C:35]1[N:36]=[CH:37][C:32]([C:18]2[C:17]([F:16])=[CH:22][C:21]([C:2]3[CH:7]=[CH:6][CH:5]=[CH:4][C:3]=3[S:8][CH2:9][CH2:10][C:11]([O:13][CH2:14][CH3:15])=[O:12])=[CH:20][CH:19]=2)=[CH:33][N:34]=1. (2) Given the reactants [C:1]([C:4]1[CH:5]=[C:6]([C:10]2[CH:15]=[CH:14][C:13](/[C:16](/[CH3:20])=[CH:17]/[CH2:18][OH:19])=[CH:12][CH:11]=2)[CH:7]=[CH:8][CH:9]=1)(=[O:3])[CH3:2].[CH2:21]([O:23][C@@H:24]([CH2:30][C:31]1[CH:36]=[CH:35][C:34](O)=[CH:33][CH:32]=1)[C:25]([O:27][CH2:28][CH3:29])=[O:26])[CH3:22], predict the reaction product. The product is: [C:1]([C:4]1[CH:5]=[C:6]([C:10]2[CH:15]=[CH:14][C:13](/[C:16](/[CH3:20])=[CH:17]/[CH2:18][O:19][C:34]3[CH:33]=[CH:32][C:31]([CH2:30][C@H:24]([O:23][CH2:21][CH3:22])[C:25]([O:27][CH2:28][CH3:29])=[O:26])=[CH:36][CH:35]=3)=[CH:12][CH:11]=2)[CH:7]=[CH:8][CH:9]=1)(=[O:3])[CH3:2]. (3) Given the reactants [F:1][C:2]1[N:10]=[C:9]2[C:5]([N:6]=[C:7]([CH2:11][C:12]3[C:20]([I:21])=[CH:19][C:15]4[O:16][CH2:17][O:18][C:14]=4[CH:13]=3)[NH:8]2)=[C:4]([NH2:22])[N:3]=1.C1C=CC(COC(/N=N/C(OCC2C=CC=CC=2)=O)=O)=CC=1.C1(P(C2C=CC=CC=2)C2C=CC=CC=2)C=CC=CC=1.O[CH2:65][CH2:66][C:67](=[O:69])[CH3:68], predict the reaction product. The product is: [NH2:22][C:4]1[N:3]=[C:2]([F:1])[N:10]=[C:9]2[C:5]=1[N:6]=[C:7]([CH2:11][C:12]1[C:20]([I:21])=[CH:19][C:15]3[O:16][CH2:17][O:18][C:14]=3[CH:13]=1)[N:8]2[CH2:65][CH2:66][C:67](=[O:69])[CH3:68]. (4) The product is: [CH2:1]([O:8][C:9](=[O:24])[NH:10][C@@H:11]1[C:14](=[O:15])[NH:13][C@@H:12]1[CH2:16][N:17]1[N:21]=[C:20]([CH2:22][NH:26][CH3:25])[CH:19]=[N:18]1)[C:2]1[CH:7]=[CH:6][CH:5]=[CH:4][CH:3]=1. Given the reactants [CH2:1]([O:8][C:9](=[O:24])[NH:10][C@@H:11]1[C:14](=[O:15])[NH:13][C@@H:12]1[CH2:16][N:17]1[N:21]=[C:20]([CH:22]=O)[CH:19]=[N:18]1)[C:2]1[CH:7]=[CH:6][CH:5]=[CH:4][CH:3]=1.[CH3:25][NH2:26].C(O[BH-](OC(=O)C)OC(=O)C)(=O)C.[Na+], predict the reaction product. (5) Given the reactants Cl.[CH:2]12[NH:8][CH:5]([CH2:6][CH2:7]1)[CH2:4][CH2:3]2.F[C:10]1[CH:15]=[CH:14][C:13]([N+:16]([O-:18])=[O:17])=[C:12]([C:19]([F:22])([F:21])[F:20])[CH:11]=1.C(N(CC)CC)C, predict the reaction product. The product is: [N+:16]([C:13]1[CH:14]=[CH:15][C:10]([N:8]2[CH:5]3[CH2:6][CH2:7][CH:2]2[CH2:3][CH2:4]3)=[CH:11][C:12]=1[C:19]([F:20])([F:21])[F:22])([O-:18])=[O:17]. (6) Given the reactants [C:1]([C:3]1[C:8]([CH3:9])=[CH:7][CH:6]=[CH:5][C:4]=1[S:10]([NH2:13])(=[O:12])=[O:11])#[N:2].[CH3:14][C:15]([CH3:20])([CH3:19])[C:16](=O)[CH3:17], predict the reaction product. The product is: [C:1]([C:3]1[C:8]([CH3:9])=[CH:7][CH:6]=[CH:5][C:4]=1[S:10]([N:13]=[C:16]([CH3:17])[C:15]([CH3:20])([CH3:19])[CH3:14])(=[O:12])=[O:11])#[N:2]. (7) Given the reactants [N:1]1[N:2]([C:10]2[N:33]=[CH:32][CH:31]=[CH:30][C:11]=2[C:12]([NH:14][CH:15]([CH2:23][C:24]2[CH:29]=[CH:28][CH:27]=[CH:26][CH:25]=2)[CH:16]([OH:22])[C:17]([O:19]CC)=[O:18])=[O:13])[CH:3]=[C:4]2[C:9]=1[CH:8]=[CH:7][CH:6]=[CH:5]2.[OH-].[Li+], predict the reaction product. The product is: [N:1]1[N:2]([C:10]2[N:33]=[CH:32][CH:31]=[CH:30][C:11]=2[C:12]([NH:14][CH:15]([CH2:23][C:24]2[CH:25]=[CH:26][CH:27]=[CH:28][CH:29]=2)[CH:16]([OH:22])[C:17]([OH:19])=[O:18])=[O:13])[CH:3]=[C:4]2[C:9]=1[CH:8]=[CH:7][CH:6]=[CH:5]2. (8) The product is: [O:1]1[C:5]2[CH:6]=[CH:7][CH:8]=[CH:9][C:4]=2[N:3]=[C:2]1[C:10]1[CH:15]=[CH:14][C:13]([C:16]2([C:17]#[N:18])[CH2:31][CH2:23][CH2:19]2)=[C:12]([O:20][CH3:21])[CH:11]=1. Given the reactants [O:1]1[C:5]2[CH:6]=[CH:7][CH:8]=[CH:9][C:4]=2[N:3]=[C:2]1[C:10]1[CH:15]=[CH:14][C:13]([CH:16]([CH3:19])[C:17]#[N:18])=[C:12]([O:20][CH3:21])[CH:11]=1.O1C2C=CC=CC=2N=[C:23]1[C:31]1C=CC(C#N)=C(OC)C=1.BrCCCBr, predict the reaction product. (9) Given the reactants N([O-])=[O:2].[Na+].[CH2:5]([O:12][C:13]1[CH:26]=[CH:25][C:16]([O:17][C:18]2[N:23]=[CH:22][C:21](N)=[CH:20][CH:19]=2)=[CH:15][CH:14]=1)[C:6]1[CH:11]=[CH:10][CH:9]=[CH:8][CH:7]=1, predict the reaction product. The product is: [CH2:5]([O:12][C:13]1[CH:26]=[CH:25][C:16]([O:17][C:18]2[N:23]=[CH:22][C:21]([OH:2])=[CH:20][CH:19]=2)=[CH:15][CH:14]=1)[C:6]1[CH:11]=[CH:10][CH:9]=[CH:8][CH:7]=1. (10) Given the reactants [CH:1]1[C:10]2[CH2:9][CH2:8][CH2:7][CH2:6][C:5]=2[CH:4]=[CH:3][C:2]=1[CH2:11][NH:12][C:13](=O)[CH2:14][CH2:15][C:16]1[CH:21]=[CH:20][C:19]([O:22][CH2:23][C:24]#[CH:25])=[C:18]([O:26][CH3:27])[CH:17]=1.COC1C=CC(P2(SP(C3C=CC(OC)=CC=3)(=S)S2)=[S:38])=CC=1, predict the reaction product. The product is: [CH:1]1[C:10]2[CH2:9][CH2:8][CH2:7][CH2:6][C:5]=2[CH:4]=[CH:3][C:2]=1[CH2:11][NH:12][C:13](=[S:38])[CH2:14][CH2:15][C:16]1[CH:21]=[CH:20][C:19]([O:22][CH2:23][C:24]#[CH:25])=[C:18]([O:26][CH3:27])[CH:17]=1.